This data is from Full USPTO retrosynthesis dataset with 1.9M reactions from patents (1976-2016). The task is: Predict the reactants needed to synthesize the given product. (1) Given the product [OH:16][C:6]1[C:5]([OH:4])=[CH:10][C:9]([C:11]#[N:12])=[C:8]([C:30]2[S:31][C:27]([CH2:26][N:23]3[CH2:22][CH2:21][O:20][CH2:25][CH2:24]3)=[CH:28][CH:29]=2)[C:7]=1[C:14]#[N:15], predict the reactants needed to synthesize it. The reactants are: C([O:4][C:5]1[CH:10]=[C:9]([C:11]#[N:12])[C:8](Br)=[C:7]([C:14]#[N:15])[C:6]=1[O:16]C(=O)C)(=O)C.[O:20]1[CH2:25][CH2:24][N:23]([CH2:26][C:27]2[S:31][C:30](B3OC(C)(C)C(C)(C)O3)=[CH:29][CH:28]=2)[CH2:22][CH2:21]1. (2) Given the product [C:13]([C:12]1[N:11]([CH:15]2[CH2:20][CH2:19][N:18]([C:21]([O:23][CH:24]([CH3:26])[CH3:25])=[O:22])[CH2:17][CH2:16]2)[N:10]=[CH:9][C:8]=1[CH2:7][O:6][C:5]1[CH:27]=[CH:28][C:2]([P:30]([O:33][CH3:34])([O:31][CH3:32])=[O:35])=[CH:3][C:4]=1[F:29])#[N:14], predict the reactants needed to synthesize it. The reactants are: Br[C:2]1[CH:28]=[CH:27][C:5]([O:6][CH2:7][C:8]2[CH:9]=[N:10][N:11]([CH:15]3[CH2:20][CH2:19][N:18]([C:21]([O:23][CH:24]([CH3:26])[CH3:25])=[O:22])[CH2:17][CH2:16]3)[C:12]=2[C:13]#[N:14])=[C:4]([F:29])[CH:3]=1.[P:30]([O-:35])([O:33][CH3:34])[O:31][CH3:32].C(N(CC)CC)C. (3) Given the product [NH2:17][C@H:12]1[CH2:13][CH2:14][CH2:15][CH2:16][C@H:11]1[NH:10][C:7]1[N:8]=[N:9][C:4]([C:1]([NH2:2])=[O:3])=[C:5]([NH:25][C:26]2[CH:31]=[CH:30][C:29]([O:32][CH3:33])=[C:28]([CH:34]([CH3:36])[CH3:35])[N:27]=2)[CH:6]=1, predict the reactants needed to synthesize it. The reactants are: [C:1]([C:4]1[N:9]=[N:8][C:7]([NH:10][C@@H:11]2[CH2:16][CH2:15][CH2:14][CH2:13][C@@H:12]2[NH:17]C(=O)OC(C)(C)C)=[CH:6][C:5]=1[NH:25][C:26]1[CH:31]=[CH:30][C:29]([O:32][CH3:33])=[C:28]([CH:34]([CH3:36])[CH3:35])[N:27]=1)(=[O:3])[NH2:2].FC(F)(F)C(O)=O. (4) The reactants are: S(=O)(=O)(O)O.[Cl:6][C:7]1[C:15]([N+:16]([O-:18])=[O:17])=[CH:14][C:10]([C:11]([OH:13])=[O:12])=[C:9]([O:19][CH3:20])[CH:8]=1.[CH2:21](O)[CH3:22]. Given the product [Cl:6][C:7]1[C:15]([N+:16]([O-:18])=[O:17])=[CH:14][C:10]([C:11]([O:13][CH2:21][CH3:22])=[O:12])=[C:9]([O:19][CH3:20])[CH:8]=1, predict the reactants needed to synthesize it. (5) Given the product [Cl:1][C:2]1[CH:3]=[C:4]([CH:17]=[CH:18][CH:19]=1)[CH2:5][C:6]1[NH:7][C:8](=[O:16])[C:9]([C:14]#[N:15])=[C:10]([NH:25][CH2:24][C:23]2[CH:26]=[CH:27][CH:28]=[CH:29][C:22]=2[O:21][CH3:20])[N:11]=1, predict the reactants needed to synthesize it. The reactants are: [Cl:1][C:2]1[CH:3]=[C:4]([CH:17]=[CH:18][CH:19]=1)[CH2:5][C:6]1[NH:7][C:8](=[O:16])[C:9]([C:14]#[N:15])=[C:10](SC)[N:11]=1.[CH3:20][O:21][C:22]1[CH:29]=[CH:28][CH:27]=[CH:26][C:23]=1[CH2:24][NH2:25]. (6) Given the product [CH2:32]([O:34][C:35]([C:37]1([C:40]2[CH:45]=[CH:44][C:43]([C:2]3[CH:7]=[CH:6][C:5]([C:8]4[O:12][N:11]=[C:10]([CH3:13])[C:9]=4[CH:14]([OH:15])[C:16]4[O:17][C:18]([CH2:21][C:22]5[CH:27]=[CH:26][CH:25]=[C:24]([C:28]([F:29])([F:30])[F:31])[CH:23]=5)=[N:19][N:20]=4)=[CH:4][CH:3]=3)=[CH:42][CH:41]=2)[CH2:38][CH2:39]1)=[O:36])[CH3:33], predict the reactants needed to synthesize it. The reactants are: Br[C:2]1[CH:7]=[CH:6][C:5]([C:8]2[O:12][N:11]=[C:10]([CH3:13])[C:9]=2[CH:14]([C:16]2[O:17][C:18]([CH2:21][C:22]3[CH:27]=[CH:26][CH:25]=[C:24]([C:28]([F:31])([F:30])[F:29])[CH:23]=3)=[N:19][N:20]=2)[OH:15])=[CH:4][CH:3]=1.[CH2:32]([O:34][C:35]([C:37]1([C:40]2[CH:45]=[CH:44][C:43](B3OC(C)(C)C(C)(C)O3)=[CH:42][CH:41]=2)[CH2:39][CH2:38]1)=[O:36])[CH3:33].